This data is from Full USPTO retrosynthesis dataset with 1.9M reactions from patents (1976-2016). The task is: Predict the reactants needed to synthesize the given product. (1) Given the product [Cl:10][C:8]1[CH:7]=[CH:6][C:5]([O:11][CH:15]2[CH2:14][CH:13]=[CH:12][CH2:16]2)=[C:4]([N+:1]([O-:3])=[O:2])[CH:9]=1, predict the reactants needed to synthesize it. The reactants are: [N+:1]([C:4]1[CH:9]=[C:8]([Cl:10])[CH:7]=[CH:6][C:5]=1[OH:11])([O-:3])=[O:2].[CH:12]1(O)[CH2:16][CH:15]=[CH:14][CH2:13]1.C1(P(C2C=CC=CC=2)C2C=CC=CC=2)C=CC=CC=1. (2) Given the product [N:9]1([C:6]2[N:7]=[CH:8][C:3]([C:1]#[C:2][C:16]3[CH:17]=[C:18]([CH:21]=[CH:22][CH:23]=3)[C:19]#[N:20])=[CH:4][N:5]=2)[CH2:14][CH2:13][CH2:12][CH2:11][CH2:10]1, predict the reactants needed to synthesize it. The reactants are: [C:1]([C:3]1[CH:4]=[N:5][C:6]([N:9]2[CH2:14][CH2:13][CH2:12][CH2:11][CH2:10]2)=[N:7][CH:8]=1)#[CH:2].I[C:16]1[CH:17]=[C:18]([CH:21]=[CH:22][CH:23]=1)[C:19]#[N:20].C(N(CC)CC)C. (3) Given the product [F:36][C:2]([F:1])([F:35])[C:3]([C:9]1[C:18]2[C:13](=[CH:14][CH:15]=[CH:16][CH:17]=2)[C:12]([C:19]2[S:23][C:22]([C:24]([NH:25][CH2:26][C:27]([OH:30])([CH3:29])[CH3:28])=[O:31])=[N:21][C:20]=2[C:32]([N:41]2[CH2:42][CH2:43][CH:38]([CH3:37])[CH2:39][CH2:40]2)=[O:34])=[CH:11][CH:10]=1)([OH:8])[C:4]([F:7])([F:6])[F:5], predict the reactants needed to synthesize it. The reactants are: [F:1][C:2]([F:36])([F:35])[C:3]([C:9]1[C:18]2[C:13](=[CH:14][CH:15]=[CH:16][CH:17]=2)[C:12]([C:19]2[S:23][C:22]([C:24](=[O:31])[NH:25][CH2:26][C:27]([OH:30])([CH3:29])[CH3:28])=[N:21][C:20]=2[C:32]([OH:34])=O)=[CH:11][CH:10]=1)([OH:8])[C:4]([F:7])([F:6])[F:5].[CH3:37][CH:38]1[CH2:43][CH2:42][NH:41][CH2:40][CH2:39]1.CCN(C(C)C)C(C)C.CN(C(ON1N=NC2C=CC=NC1=2)=[N+](C)C)C.F[P-](F)(F)(F)(F)F. (4) Given the product [Cl:1][C:2]1[CH:3]=[CH:4][C:5]2[NH:12][C:19](=[O:20])[N:7]([CH:8]([CH3:10])[CH3:9])[C:6]=2[CH:11]=1, predict the reactants needed to synthesize it. The reactants are: [Cl:1][C:2]1[CH:3]=[CH:4][C:5]([N+:12]([O-])=O)=[C:6]([CH:11]=1)[NH:7][CH:8]([CH3:10])[CH3:9].[Cl-].[NH4+].C1C[O:20][CH2:19]C1. (5) Given the product [NH2:7][CH2:8][C:9]1([CH2:16][S:17]([C:20]2[CH:21]=[CH:22][C:23]([O:26][CH2:27][C:28]3[C:37]4[C:32](=[CH:33][CH:34]=[CH:35][CH:36]=4)[N:31]=[C:30]([CH3:38])[CH:29]=3)=[CH:24][CH:25]=2)(=[O:19])=[O:18])[NH:10][C:11](=[O:15])[NH:12][C:13]1=[O:14], predict the reactants needed to synthesize it. The reactants are: C(OC(=O)[NH:7][CH2:8][C:9]1([CH2:16][S:17]([C:20]2[CH:25]=[CH:24][C:23]([O:26][CH2:27][C:28]3[C:37]4[C:32](=[CH:33][CH:34]=[CH:35][CH:36]=4)[N:31]=[C:30]([CH3:38])[CH:29]=3)=[CH:22][CH:21]=2)(=[O:19])=[O:18])[C:13](=[O:14])[NH:12][C:11](=[O:15])[NH:10]1)(C)(C)C.Cl.